Dataset: Peptide-MHC class I binding affinity with 185,985 pairs from IEDB/IMGT. Task: Regression. Given a peptide amino acid sequence and an MHC pseudo amino acid sequence, predict their binding affinity value. This is MHC class I binding data. (1) The peptide sequence is HSGFIYFGK. The MHC is HLA-B18:01 with pseudo-sequence HLA-B18:01. The binding affinity (normalized) is 0.0847. (2) The peptide sequence is VLTLATGPV. The MHC is HLA-A02:03 with pseudo-sequence HLA-A02:03. The binding affinity (normalized) is 0.703. (3) The peptide sequence is ISIPGDGKF. The MHC is HLA-A26:01 with pseudo-sequence HLA-A26:01. The binding affinity (normalized) is 0.0847. (4) The peptide sequence is WAAQIYPGIK. The MHC is Mamu-B8301 with pseudo-sequence Mamu-B8301. The binding affinity (normalized) is 0.362. (5) The peptide sequence is WSTIWRQLY. The MHC is HLA-A26:01 with pseudo-sequence HLA-A26:01. The binding affinity (normalized) is 0.0847. (6) The peptide sequence is CKDGHVETFY. The MHC is HLA-A01:01 with pseudo-sequence HLA-A01:01. The binding affinity (normalized) is 0.169.